From a dataset of HIV replication inhibition screening data with 41,000+ compounds from the AIDS Antiviral Screen. Binary Classification. Given a drug SMILES string, predict its activity (active/inactive) in a high-throughput screening assay against a specified biological target. (1) The molecule is CC(C)(C)OC(=O)CN1CCN(CC(=O)N2CCN(C(=O)OCc3ccccc3)CC2)CCN(CC(=O)OC(C)(C)C)CCN(CC(=O)N2CCN(C(=O)OCc3ccccc3)CC2)CC1. The result is 0 (inactive). (2) The result is 0 (inactive). The molecule is O=C(O)CN(CCN(CC(=O)O)CC(=O)O)CC(=O)O. (3) The drug is O=C1OCN(c2ccccc2)C12CCN(Cc1ccccc1)CC2. The result is 0 (inactive). (4) The result is 1 (active). The drug is O=C1Nc2ccccc2Sc2ccccc21. (5) The compound is COc1ccc(C=C(C)C=C(C#N)C#N)cc1. The result is 0 (inactive). (6) The compound is CC(C)N(C(=O)C12C3(C(=O)OC(C)(C)C)C4C5(C#N)C3C1(C(=O)OC(C)(C)C)C5C42C(=O)OC(C)(C)C)C(C)C. The result is 0 (inactive). (7) The compound is CNc1cc(OCc2ccccc2)c(OC)cc1C(=O)N1CCCC1CO. The result is 0 (inactive). (8) The compound is COC(=O)C1=CC2OC13CC1CCC3(C2=O)C1(C)C. The result is 0 (inactive). (9) The compound is O=C(c1ccc(O)cc1O)C1C(c2ccc(O)cc2)OC(c2ccc(O)cc2)C1C(=O)c1ccc(O)cc1O. The result is 0 (inactive). (10) The compound is S=C(SSSSC(=S)N(C1CCCCC1)C1CCCCC1)N(C1CCCCC1)C1CCCCC1. The result is 0 (inactive).